From a dataset of Reaction yield outcomes from USPTO patents with 853,638 reactions. Predict the reaction yield, written as a fraction of the theoretical maximum amount of product (1.0 means a 100% yield; for example, 0.34 means a 34% yield). (1) The reactants are C[O:2][C:3]1[CH:4]=[C:5]2[C:9](=[C:10]([CH3:12])[CH:11]=1)[N:8]([CH2:13][CH2:14][C:15]1[CH:20]=[CH:19][CH:18]=[CH:17][CH:16]=1)[CH:7]=[C:6]2[CH:21]1[CH2:26][CH2:25][N:24]([CH3:27])[CH2:23][CH2:22]1.Cl.N1C=CC=CC=1. No catalyst specified. The product is [CH3:12][C:10]1[CH:11]=[C:3]([OH:2])[CH:4]=[C:5]2[C:9]=1[N:8]([CH2:13][CH2:14][C:15]1[CH:20]=[CH:19][CH:18]=[CH:17][CH:16]=1)[CH:7]=[C:6]2[CH:21]1[CH2:22][CH2:23][N:24]([CH3:27])[CH2:25][CH2:26]1. The yield is 0.520. (2) The reactants are [OH:1][C:2]1[CH:14]=[CH:13][C:5]2[N:6]=[C:7]([C:9]([O:11]C)=[O:10])[S:8][C:4]=2[CH:3]=1.[OH-].[Na+].Cl. No catalyst specified. The product is [OH:1][C:2]1[CH:14]=[CH:13][C:5]2[N:6]=[C:7]([C:9]([OH:11])=[O:10])[S:8][C:4]=2[CH:3]=1. The yield is 0.990. (3) The reactants are [CH2:1]([O:4][C:5](=[O:16])[NH:6][C:7]1[C:12]([CH3:13])=[CH:11][C:10]([NH2:14])=[CH:9][C:8]=1[CH3:15])[CH2:2][CH3:3].[CH3:17][C:18]1[C:23]([CH:24]=O)=[CH:22][N:21]=[C:20]([C:26]2[CH:31]=[CH:30][CH:29]=[CH:28][CH:27]=2)[N:19]=1.C([BH3-])#N.[Na+].C(=O)([O-])[O-].[Na+].[Na+]. The catalyst is CO.C(O)(=O)C. The product is [CH2:1]([O:4][C:5](=[O:16])[NH:6][C:7]1[C:8]([CH3:15])=[CH:9][C:10]([NH:14][CH2:24][C:23]2[C:18]([CH3:17])=[N:19][C:20]([C:26]3[CH:27]=[CH:28][CH:29]=[CH:30][CH:31]=3)=[N:21][CH:22]=2)=[CH:11][C:12]=1[CH3:13])[CH2:2][CH3:3]. The yield is 0.330. (4) The reactants are [F:1][C:2]1[CH:6]=[N:5][N:4]([CH3:7])[C:3]=1[C:8]1[CH:9]=[C:10]([NH2:16])[CH:11]=[CH:12][C:13]=1[O:14][CH3:15].[F:17][C:18]1[CH:23]=[C:22]([F:24])[CH:21]=[CH:20][C:19]=1[N:25]=[C:26]=[O:27]. No catalyst specified. The product is [F:17][C:18]1[CH:23]=[C:22]([F:24])[CH:21]=[CH:20][C:19]=1[NH:25][C:26]([NH:16][C:10]1[CH:11]=[CH:12][C:13]([O:14][CH3:15])=[C:8]([C:3]2[N:4]([CH3:7])[N:5]=[CH:6][C:2]=2[F:1])[CH:9]=1)=[O:27]. The yield is 0.580. (5) The reactants are C[O:2][C:3]([C:5]1[S:6][C:7]([C:23]2[CH:28]=[CH:27][CH:26]=[CH:25][CH:24]=2)=[CH:8][C:9]=1[N:10]([CH:20]([CH3:22])[CH3:21])[C:11]([CH:13]1[CH2:18][CH2:17][C:16](=[CH2:19])[CH2:15][CH2:14]1)=[O:12])=[O:4].O[Li].O. The catalyst is C1COCC1.CO.O. The product is [CH:20]([N:10]([C:11]([CH:13]1[CH2:14][CH2:15][C:16](=[CH2:19])[CH2:17][CH2:18]1)=[O:12])[C:9]1[CH:8]=[C:7]([C:23]2[CH:28]=[CH:27][CH:26]=[CH:25][CH:24]=2)[S:6][C:5]=1[C:3]([OH:4])=[O:2])([CH3:22])[CH3:21]. The yield is 0.520. (6) The reactants are C([O:4][CH2:5][C@@H:6]1[C@@H:13]2[C@@H:9]([O:10][C:11]([CH3:15])([CH3:14])[O:12]2)[C@H:8]([N:16]2[CH:24]=[N:23][C:22]3[C:17]2=[N:18][CH:19]=[N:20][C:21]=3I)[CH2:7]1)(=O)C.CCN(C(C)C)C(C)C.[C:35]1([C:41]#[CH:42])[CH:40]=[CH:39][CH:38]=[CH:37][CH:36]=1.N. The catalyst is CN(C=O)C.C(Cl)Cl.CO.[Cu]I. The product is [CH3:14][C:11]1([CH3:15])[O:10][C@H:9]2[C@H:8]([N:16]3[CH:24]=[N:23][C:22]4[C:17]3=[N:18][CH:19]=[N:20][C:21]=4[C:42]#[C:41][C:35]3[CH:40]=[CH:39][CH:38]=[CH:37][CH:36]=3)[CH2:7][C@H:6]([CH2:5][OH:4])[C@H:13]2[O:12]1. The yield is 0.630.